This data is from Forward reaction prediction with 1.9M reactions from USPTO patents (1976-2016). The task is: Predict the product of the given reaction. (1) Given the reactants Br[C:2]1[C:3]([CH3:21])=[CH:4][C:5]([C:8]2[C:13]3[O:14][C:15]4[CH:20]=[CH:19][CH:18]=[CH:17][C:16]=4[C:12]=3[CH:11]=[CH:10][CH:9]=2)=[N:6][CH:7]=1.O.P([O-])([O-])([O-])=O.[K+].[K+].[K+].[C:31]1(C)C=CC=CC=1.CB1OB(C)OB(C)O1, predict the reaction product. The product is: [CH:11]1[C:12]2[C:16]3[CH:17]=[CH:18][CH:19]=[CH:20][C:15]=3[O:14][C:13]=2[C:8]([C:5]2[CH:4]=[C:3]([CH3:21])[C:2]([CH3:31])=[CH:7][N:6]=2)=[CH:9][CH:10]=1. (2) Given the reactants [OH-].[Na+].[OH:3][CH:4]([C:19]1[CH:24]=[CH:23][N:22]=[CH:21][CH:20]=1)[C:5]1[O:6][C:7]2[CH:13]=[CH:12][C:11]([CH2:14][C:15]([O:17]C)=[O:16])=[CH:10][C:8]=2[CH:9]=1.Cl, predict the reaction product. The product is: [OH:3][CH:4]([C:19]1[CH:20]=[CH:21][N:22]=[CH:23][CH:24]=1)[C:5]1[O:6][C:7]2[CH:13]=[CH:12][C:11]([CH2:14][C:15]([OH:17])=[O:16])=[CH:10][C:8]=2[CH:9]=1.[C:4]([C:5]1[O:6][C:7]2[CH:13]=[CH:12][C:11]([CH2:14][C:15]([OH:17])=[O:16])=[CH:10][C:8]=2[CH:9]=1)(=[O:3])[C:19]1[CH:20]=[CH:21][N:22]=[CH:23][CH:24]=1.